Dataset: Reaction yield outcomes from USPTO patents with 853,638 reactions. Task: Predict the reaction yield, written as a fraction of the theoretical maximum amount of product (1.0 means a 100% yield; for example, 0.34 means a 34% yield). The reactants are [CH:1]1[C:10]2[C:5](=[CH:6][CH:7]=[CH:8][CH:9]=2)[CH:4]=[CH:3][C:2]=1[S:11]([N:14]1[CH2:18][C@H:17]([S:19][C:20]([C:33]2[CH:38]=[CH:37][CH:36]=[CH:35][CH:34]=2)([C:27]2[CH:32]=[CH:31][CH:30]=[CH:29][CH:28]=2)[C:21]2[CH:26]=[CH:25][CH:24]=[CH:23][CH:22]=2)[CH2:16][C@H:15]1[C:39](O)=[O:40])(=[O:13])=[O:12].[C:42]([O:46][C:47](=[O:58])[CH2:48][NH:49][CH2:50][CH2:51][C:52]1[CH:57]=[CH:56][CH:55]=[CH:54][CH:53]=1)([CH3:45])([CH3:44])[CH3:43].CCN=C=NCCCN(C)C.C1C=CC2N(O)N=NC=2C=1. The catalyst is C1COCC1. The product is [C:42]([O:46][C:47](=[O:58])[CH2:48][N:49]([C:39]([C@@H:15]1[CH2:16][C@@H:17]([S:19][C:20]([C:21]2[CH:22]=[CH:23][CH:24]=[CH:25][CH:26]=2)([C:27]2[CH:32]=[CH:31][CH:30]=[CH:29][CH:28]=2)[C:33]2[CH:34]=[CH:35][CH:36]=[CH:37][CH:38]=2)[CH2:18][N:14]1[S:11]([C:2]1[CH:1]=[CH:10][C:5]2[C:4](=[CH:9][CH:8]=[CH:7][CH:6]=2)[CH:3]=1)(=[O:12])=[O:13])=[O:40])[CH2:50][CH2:51][C:52]1[CH:53]=[CH:54][CH:55]=[CH:56][CH:57]=1)([CH3:45])([CH3:43])[CH3:44]. The yield is 0.260.